From a dataset of Full USPTO retrosynthesis dataset with 1.9M reactions from patents (1976-2016). Predict the reactants needed to synthesize the given product. (1) Given the product [CH3:1][O:2][CH2:3][C@H:4]1[CH2:8][CH2:7][CH2:6][N:5]1[S:9]([C:12]1[CH:13]=[C:14]2[C:18](=[CH:19][CH:20]=1)[NH:17][C:16](=[O:32])[C:15]2=[O:31])(=[O:10])=[O:11], predict the reactants needed to synthesize it. The reactants are: [CH3:1][O:2][CH2:3][C@H:4]1[CH2:8][CH2:7][CH2:6][N:5]1[S:9]([C:12]1[CH:20]=[CH:19][C:18]2[N:17]3CC(C)(C)CN=[C:16]3[C:15]3([O:31]CCCO3)[C:14]=2[CH:13]=1)(=[O:11])=[O:10].[OH:32]S(O)(=O)=O. (2) Given the product [O:13]1[C:6]2([CH2:12][CH2:11][CH2:10][CH2:9][CH2:8][CH2:7]2)[CH2:14]1, predict the reactants needed to synthesize it. The reactants are: [I-].C[S+](C)C.[C:6]1(=[O:13])[CH2:12][CH2:11][CH2:10][CH2:9][CH2:8][CH2:7]1.[CH3:14]C(C)([O-])C.[K+]. (3) Given the product [Cl:1][C:2]1[CH:3]=[CH:4][C:5]([O:9][CH3:10])=[C:6]([NH:7][C:16]([NH2:15])=[O:17])[CH:8]=1, predict the reactants needed to synthesize it. The reactants are: [Cl:1][C:2]1[CH:3]=[CH:4][C:5]([O:9][CH3:10])=[C:6]([CH:8]=1)[NH2:7].C(O)(=O)C.[N-:15]=[C:16]=[O:17].[K+].O. (4) Given the product [SH:1][C:2]1[CH:10]=[CH:9][C:5]([C:6]([NH2:12])=[O:7])=[CH:4][CH:3]=1, predict the reactants needed to synthesize it. The reactants are: [SH:1][C:2]1[CH:10]=[CH:9][C:5]([C:6](O)=[O:7])=[CH:4][CH:3]=1.C[N:12]1CCOCC1.C(OC(Cl)=O)C(C)C. (5) Given the product [CH2:19]([CH:21]([CH2:24][CH2:25][CH2:26][CH3:27])[CH2:22][O:1][C:2]1[CH:3]=[C:4]([CH:9]=[C:10]([O:12][CH2:22][CH:21]([CH2:19][CH3:20])[CH2:24][CH2:25][CH2:26][CH3:27])[CH:11]=1)[C:5]([O:7][CH3:8])=[O:6])[CH3:20], predict the reactants needed to synthesize it. The reactants are: [OH:1][C:2]1[CH:3]=[C:4]([CH:9]=[C:10]([OH:12])[CH:11]=1)[C:5]([O:7][CH3:8])=[O:6].C([O-])([O-])=O.[K+].[K+].[CH2:19]([CH:21]([CH2:24][CH2:25][CH2:26][CH3:27])[CH2:22]Br)[CH3:20].O.